Dataset: Forward reaction prediction with 1.9M reactions from USPTO patents (1976-2016). Task: Predict the product of the given reaction. (1) Given the reactants B(Br)(Br)Br.[Cl:5][C:6]1[CH:37]=[CH:36][C:35]([O:38]C)=[CH:34][C:7]=1[O:8][CH:9]1[CH2:12][N:11]([C:13]([CH3:33])([CH3:32])[CH2:14][CH2:15][C:16]([C:26]2[CH:31]=[CH:30][CH:29]=[CH:28][CH:27]=2)([C:20]2[CH:25]=[CH:24][CH:23]=[CH:22][CH:21]=2)[C:17]([NH2:19])=[O:18])[CH2:10]1, predict the reaction product. The product is: [Cl:5][C:6]1[CH:37]=[CH:36][C:35]([OH:38])=[CH:34][C:7]=1[O:8][CH:9]1[CH2:10][N:11]([C:13]([CH3:33])([CH3:32])[CH2:14][CH2:15][C:16]([C:26]2[CH:27]=[CH:28][CH:29]=[CH:30][CH:31]=2)([C:20]2[CH:25]=[CH:24][CH:23]=[CH:22][CH:21]=2)[C:17]([NH2:19])=[O:18])[CH2:12]1. (2) Given the reactants [Cl:1][C:2]1[C:3]([CH:7]=[O:8])=[CH:4][S:5][CH:6]=1.[CH3:9][Mg]Br.O1CCCC1.[Cl-].[NH4+], predict the reaction product. The product is: [Cl:1][C:2]1[C:3]([CH:7]([OH:8])[CH3:9])=[CH:4][S:5][CH:6]=1. (3) Given the reactants C(N(CC)CC)C.[C:8](Cl)(=[O:10])[CH3:9].Cl.Cl.[NH2:14][C@H:15]([CH2:34][S:35]([C:38]1[CH:47]=[CH:46][C:45]2[C:40](=[CH:41][CH:42]=[C:43]([Cl:48])[CH:44]=2)[CH:39]=1)(=[O:37])=[O:36])[C:16]([N:18]1[CH2:23][CH2:22][CH:21]([N:24]2[CH2:28][C:27]3=[CH:29][N:30]=[C:31]([CH3:32])[N:26]3[C:25]2=[O:33])[CH2:20][CH2:19]1)=[O:17].C(=O)([O-])O.[Na+], predict the reaction product. The product is: [Cl:48][C:43]1[CH:44]=[C:45]2[C:40](=[CH:41][CH:42]=1)[CH:39]=[C:38]([S:35]([CH2:34][C@@H:15]([NH:14][C:8](=[O:10])[CH3:9])[C:16]([N:18]1[CH2:19][CH2:20][CH:21]([N:24]3[CH2:28][C:27]4=[CH:29][N:30]=[C:31]([CH3:32])[N:26]4[C:25]3=[O:33])[CH2:22][CH2:23]1)=[O:17])(=[O:36])=[O:37])[CH:47]=[CH:46]2. (4) The product is: [CH3:34][N:2]([CH3:1])[C:3]([C:5]1[C:22]2[CH2:23][CH2:24][C@@H:25]([C:26]3[CH:27]=[CH:28][CH:29]=[CH:30][CH:31]=3)[O:33][C:21]=2[C:8]2[N:9]=[C:10]([CH3:20])[N:11]([CH2:12][O:13][CH2:14][CH2:15][Si:16]([CH3:17])([CH3:18])[CH3:19])[C:7]=2[CH:6]=1)=[O:4]. Given the reactants [CH3:1][N:2]([CH3:34])[C:3]([C:5]1[C:22]([CH2:23][CH2:24][C@@H:25](O)[C:26]2[CH:31]=[CH:30][CH:29]=[CH:28][CH:27]=2)=[C:21]([OH:33])[C:8]2[N:9]=[C:10]([CH3:20])[N:11]([CH2:12][O:13][CH2:14][CH2:15][Si:16]([CH3:19])([CH3:18])[CH3:17])[C:7]=2[CH:6]=1)=[O:4].C1(P(C2C=CC=CC=2)C2C=CC=CC=2)C=CC=CC=1.CC(OC(/N=N/C(OC(C)C)=O)=O)C.C1(P(=O)(C2C=CC=CC=2)C2C=CC=CC=2)C=CC=CC=1, predict the reaction product. (5) The product is: [Cl:25][C:26]1[N:30]2[CH:31]=[C:32]([C:39]3[CH:43]=[CH:42][O:41][CH:40]=3)[CH:33]=[C:34]([C:35]([F:36])([F:38])[F:37])[C:29]2=[N:28][C:27]=1[C:44]([N:57]1[CH2:58][CH2:59][CH:55]([C:52]2[CH:53]=[CH:54][C:49]([C:48]([F:47])([F:60])[F:61])=[CH:50][CH:51]=2)[CH2:56]1)=[O:45]. Given the reactants CN(C(ON1N=NC2C=CC=NC1=2)=[N+](C)C)C.F[P-](F)(F)(F)(F)F.[Cl:25][C:26]1[N:30]2[CH:31]=[C:32]([C:39]3[CH:43]=[CH:42][O:41][CH:40]=3)[CH:33]=[C:34]([C:35]([F:38])([F:37])[F:36])[C:29]2=[N:28][C:27]=1[C:44](O)=[O:45].[F:47][C:48]([F:61])([F:60])[C:49]1[CH:54]=[CH:53][C:52]([CH:55]2[CH2:59][CH2:58][NH:57][CH2:56]2)=[CH:51][CH:50]=1, predict the reaction product. (6) Given the reactants [Cl:1][C:2]1[N:3]=[CH:4][C:5]2[C:10]([CH3:11])=[C:9]([C:12]3[CH:17]=[CH:16][CH:15]=[CH:14][C:13]=3[Cl:18])[N:8]([CH2:19][C@@H:20]3[CH2:25][CH2:24][CH2:23][N:22]([C:26]([O:28][C:29]([CH3:32])([CH3:31])[CH3:30])=[O:27])[CH2:21]3)[C:6]=2[N:7]=1.[Cl:33]C1C=CC=C(Cl)C=1C#CC, predict the reaction product. The product is: [Cl:1][C:2]1[N:3]=[CH:4][C:5]2[C:10]([CH3:11])=[C:9]([C:12]3[C:17]([Cl:33])=[CH:16][CH:15]=[CH:14][C:13]=3[Cl:18])[N:8]([CH2:19][C@@H:20]3[CH2:25][CH2:24][CH2:23][N:22]([C:26]([O:28][C:29]([CH3:32])([CH3:31])[CH3:30])=[O:27])[CH2:21]3)[C:6]=2[N:7]=1.